Dataset: Peptide-MHC class I binding affinity with 185,985 pairs from IEDB/IMGT. Task: Regression. Given a peptide amino acid sequence and an MHC pseudo amino acid sequence, predict their binding affinity value. This is MHC class I binding data. (1) The peptide sequence is VPLVQQQQFL. The MHC is HLA-B07:02 with pseudo-sequence HLA-B07:02. The binding affinity (normalized) is 0.161. (2) The peptide sequence is IFLKPDETF. The MHC is HLA-A03:01 with pseudo-sequence HLA-A03:01. The binding affinity (normalized) is 0.0847. (3) The peptide sequence is MTFPVSLEY. The MHC is HLA-A03:01 with pseudo-sequence HLA-A03:01. The binding affinity (normalized) is 0.641. (4) The peptide sequence is FAAFYFVFI. The MHC is HLA-A31:01 with pseudo-sequence HLA-A31:01. The binding affinity (normalized) is 0.0847. (5) The peptide sequence is SIMETIDPVY. The MHC is HLA-A68:01 with pseudo-sequence HLA-A68:01. The binding affinity (normalized) is 0.689. (6) The peptide sequence is VGNDMPGGY. The MHC is HLA-A01:01 with pseudo-sequence HLA-A01:01. The binding affinity (normalized) is 0.0240. (7) The peptide sequence is CPTLKKGFL. The MHC is HLA-A80:01 with pseudo-sequence HLA-A80:01. The binding affinity (normalized) is 0.0847. (8) The peptide sequence is KSGAIKVLK. The binding affinity (normalized) is 0.537. The MHC is HLA-A11:01 with pseudo-sequence HLA-A11:01.